Dataset: Forward reaction prediction with 1.9M reactions from USPTO patents (1976-2016). Task: Predict the product of the given reaction. (1) Given the reactants O[CH:2]([C:11]1[CH:16]=[CH:15][C:14]([NH:17][C:18]([C:20]2[C:21]([C:26]3[CH:31]=[CH:30][C:29]([C:32]([F:35])([F:34])[F:33])=[CH:28][CH:27]=3)=[CH:22][CH:23]=[CH:24][CH:25]=2)=[O:19])=[CH:13][CH:12]=1)/[CH:3]=[CH:4]/[C:5]1[CH:10]=[CH:9][CH:8]=[CH:7][N:6]=1.[H][H], predict the reaction product. The product is: [N:6]1[CH:7]=[CH:8][CH:9]=[CH:10][C:5]=1[CH2:4][CH2:3][CH2:2][C:11]1[CH:12]=[CH:13][C:14]([NH:17][C:18]([C:20]2[C:21]([C:26]3[CH:27]=[CH:28][C:29]([C:32]([F:33])([F:34])[F:35])=[CH:30][CH:31]=3)=[CH:22][CH:23]=[CH:24][CH:25]=2)=[O:19])=[CH:15][CH:16]=1. (2) Given the reactants C([N:4]1[C:8]2=[CH:9][CH:10]=[C:11]3[C:16]([N:15]=[C:14]([CH:17]([CH3:19])[CH3:18])[N:13]([C:20]4[CH:25]=[CH:24][C:23]([Cl:26])=[CH:22][CH:21]=4)[C:12]3=[O:27])=[C:7]2[CH:6]=[C:5]1[CH3:28])(=O)C.[OH-].[K+], predict the reaction product. The product is: [Cl:26][C:23]1[CH:22]=[CH:21][C:20]([N:13]2[C:12](=[O:27])[C:11]3[C:16](=[C:7]4[CH:6]=[C:5]([CH3:28])[NH:4][C:8]4=[CH:9][CH:10]=3)[N:15]=[C:14]2[CH:17]([CH3:19])[CH3:18])=[CH:25][CH:24]=1. (3) Given the reactants [F:1][C:2]([F:25])([F:24])[C:3]1[CH:4]=[C:5]([NH:13][C:14](=[O:23])[C:15]2[CH:20]=[C:19](I)[CH:18]=[CH:17][C:16]=2[OH:22])[CH:6]=[C:7]([C:9]([F:12])([F:11])[F:10])[CH:8]=1.[S:26]1[CH:30]=[CH:29][C:28](B(O)O)=[CH:27]1, predict the reaction product. The product is: [F:1][C:2]([F:25])([F:24])[C:3]1[CH:4]=[C:5]([NH:13][C:14](=[O:23])[C:15]2[CH:20]=[C:19]([C:28]3[CH:29]=[CH:30][S:26][CH:27]=3)[CH:18]=[CH:17][C:16]=2[OH:22])[CH:6]=[C:7]([C:9]([F:12])([F:11])[F:10])[CH:8]=1. (4) Given the reactants Cl.Cl.[NH:3]1[CH2:8][CH2:7][CH:6]([N:9]2[C:17]3[C:12](=[N:13][CH:14]=[CH:15][CH:16]=3)[NH:11][C:10]2=[O:18])[CH2:5][CH2:4]1.Cl[C:20]1[CH:25]=[CH:24][N:23]=[C:22]([C:26]([N:28]2[C:36]3[C:31](=[CH:32][C:33]([F:37])=[CH:34][CH:35]=3)[CH2:30][CH2:29]2)=[O:27])[CH:21]=1.C(=O)([O-])[O-].[K+].[K+].O, predict the reaction product. The product is: [F:37][C:33]1[CH:32]=[C:31]2[C:36](=[CH:35][CH:34]=1)[N:28]([C:26]([C:22]1[CH:21]=[C:20]([N:3]3[CH2:4][CH2:5][CH:6]([N:9]4[C:17]5[C:12](=[N:13][CH:14]=[CH:15][CH:16]=5)[NH:11][C:10]4=[O:18])[CH2:7][CH2:8]3)[CH:25]=[CH:24][N:23]=1)=[O:27])[CH2:29][CH2:30]2. (5) Given the reactants Cl[CH2:2][C:3]1[N:7]([C:8]2[CH:13]=[CH:12][C:11]([C:14]([F:17])([F:16])[F:15])=[CH:10][CH:9]=2)[N:6]=[N:5][N:4]=1.C(N(CC)CC)C.[CH3:25][C@@H:26]1[NH:31][CH2:30][CH2:29][NH:28][C:27]1=[O:32], predict the reaction product. The product is: [CH3:25][C@@H:26]1[N:31]([CH2:2][C:3]2[N:7]([C:8]3[CH:13]=[CH:12][C:11]([C:14]([F:17])([F:16])[F:15])=[CH:10][CH:9]=3)[N:6]=[N:5][N:4]=2)[CH2:30][CH2:29][NH:28][C:27]1=[O:32]. (6) Given the reactants [C:1]([OH:20])(=[O:19])[CH2:2][CH2:3][CH2:4][CH2:5][CH2:6][CH2:7][CH2:8][CH2:9][CH2:10][CH2:11][CH2:12][CH2:13][CH2:14][CH2:15][CH2:16][CH2:17][CH3:18].[OH-].[Na+].[N+]([O-])([O-])=O.[Ag+:27], predict the reaction product. The product is: [C:1]([O-:20])(=[O:19])[CH2:2][CH2:3][CH2:4][CH2:5][CH2:6][CH2:7][CH2:8][CH2:9][CH2:10][CH2:11][CH2:12][CH2:13][CH2:14][CH2:15][CH2:16][CH2:17][CH3:18].[Ag+:27]. (7) Given the reactants [CH3:1][C:2]1([CH3:18])[C:6]([CH3:8])([CH3:7])[O:5][B:4]([C:9]2[CH:10]=[C:11]([CH:15]=[CH:16][CH:17]=2)[C:12]([OH:14])=O)[O:3]1.[NH2:19][C:20]1[CH:29]=[CH:28][C:23]([C:24]([O:26][CH3:27])=[O:25])=[C:22]([O:30][CH3:31])[CH:21]=1.CCN=C=NCCCN(C)C.O, predict the reaction product. The product is: [CH3:31][O:30][C:22]1[CH:21]=[C:20]([NH:19][C:12](=[O:14])[C:11]2[CH:15]=[CH:16][CH:17]=[C:9]([B:4]3[O:5][C:6]([CH3:7])([CH3:8])[C:2]([CH3:1])([CH3:18])[O:3]3)[CH:10]=2)[CH:29]=[CH:28][C:23]=1[C:24]([O:26][CH3:27])=[O:25].